From a dataset of Human liver microsome stability data. Regression/Classification. Given a drug SMILES string, predict its absorption, distribution, metabolism, or excretion properties. Task type varies by dataset: regression for continuous measurements (e.g., permeability, clearance, half-life) or binary classification for categorical outcomes (e.g., BBB penetration, CYP inhibition). Dataset: hlm. (1) The molecule is CC(C)(C)OC(=O)N[C@H]1CC[C@@H](n2cnc3cnc4[nH]ccc4c32)C1. The result is 0 (unstable in human liver microsomes). (2) The drug is Cc1ccc(NCc2ccnn2-c2nnc(N3CCC(C(=O)N[C@H]4CCCC[C@H]4C)CC3)s2)nc1. The result is 1 (stable in human liver microsomes). (3) The molecule is CON=C(NC1=NC(=O)C(=O)N1C(C)C)Nc1ccc(Cl)c(Cl)c1. The result is 0 (unstable in human liver microsomes). (4) The compound is CNC(=O)c1c(-c2ccc(F)cc2)oc2nc(NCC(F)(F)F)c(-c3cccc(C(=O)NC4(c5nc(C)no5)CC4)c3)cc12. The result is 0 (unstable in human liver microsomes).